Dataset: Full USPTO retrosynthesis dataset with 1.9M reactions from patents (1976-2016). Task: Predict the reactants needed to synthesize the given product. (1) Given the product [F:26][C:21]1[CH:22]=[C:23]([F:25])[CH:24]=[C:2]([F:1])[C:3]=1[C:4]([NH:6][C:7]1[CH:12]=[CH:11][CH:10]=[C:9]([C:13]([CH:15]2[CH2:16][CH2:17][N:18]([CH2:27][CH3:28])[CH2:19][CH2:20]2)=[O:14])[N:8]=1)=[O:5], predict the reactants needed to synthesize it. The reactants are: [F:1][C:2]1[CH:24]=[C:23]([F:25])[CH:22]=[C:21]([F:26])[C:3]=1[C:4]([NH:6][C:7]1[CH:12]=[CH:11][CH:10]=[C:9]([C:13]([CH:15]2[CH2:20][CH2:19][NH:18][CH2:17][CH2:16]2)=[O:14])[N:8]=1)=[O:5].[CH:27](=O)[CH3:28].C([BH3-])#N.[Na+].FC(F)(F)C(O)=O. (2) Given the product [CH2:29]1[C:10]2[C:9](=[CH:14][CH:13]=[CH:12][CH:11]=2)[CH2:33][CH2:28]1, predict the reactants needed to synthesize it. The reactants are: F[B-](F)(F)F.N1(OC(N(C)C)=[N+](C)C)[C:10]2[CH:11]=[CH:12][CH:13]=[CH:14][C:9]=2N=N1.O.ON1[C:29]2C=CC=[CH:33][C:28]=2N=N1.C(N(C(C)C)C(C)C)C. (3) Given the product [Br:1][C:2]1[CH:10]=[CH:9][C:5]([CH2:6][OH:7])=[C:4]([CH3:11])[CH:3]=1, predict the reactants needed to synthesize it. The reactants are: [Br:1][C:2]1[CH:10]=[CH:9][C:5]([C:6](O)=[O:7])=[C:4]([CH3:11])[CH:3]=1.[Li]. (4) Given the product [C@@H:1]12[N:8]([C:9]3[CH:18]=[N:17][C:16]4[C:11](=[CH:12][CH:13]=[CH:14][CH:15]=4)[N:10]=3)[CH2:7][C@@H:6]1[CH2:5][CH2:4][NH:3][CH2:2]2, predict the reactants needed to synthesize it. The reactants are: [CH:1]12[N:8]([C:9]3[CH:18]=[N:17][C:16]4[C:11](=[CH:12][CH:13]=[CH:14][CH:15]=4)[N:10]=3)[CH2:7][CH:6]1[CH2:5][CH2:4][NH:3][CH2:2]2.C(OC(N1CCC2C(NC2)C1)=O)(C)(C)C. (5) Given the product [F:28][C:18]([C:15]1[CH:14]=[CH:13][C:12]([C:8]2[CH:7]=[C:6]([NH:5][C:1](=[O:36])[CH2:2][CH3:3])[CH:11]=[CH:10][CH:9]=2)=[CH:17][CH:16]=1)([CH3:27])[CH2:19][NH:20][S:21]([CH:24]([CH3:25])[CH3:26])(=[O:23])=[O:22], predict the reactants needed to synthesize it. The reactants are: [C:1](Cl)#[C:2][CH3:3].[NH2:5][C:6]1[CH:7]=[C:8]([C:12]2[CH:17]=[CH:16][C:15]([C:18]([F:28])([CH3:27])[CH2:19][NH:20][S:21]([CH:24]([CH3:26])[CH3:25])(=[O:23])=[O:22])=[CH:14][CH:13]=2)[CH:9]=[CH:10][CH:11]=1.C(N(CC)CC)C.[OH2:36].